Task: Predict the product of the given reaction.. Dataset: Forward reaction prediction with 1.9M reactions from USPTO patents (1976-2016) (1) The product is: [F:13][CH:14]([F:17])[CH2:15][O:1][N:2]1[C:3](=[O:12])[C:4]2[C:5](=[CH:8][CH:9]=[CH:10][CH:11]=2)[C:6]1=[O:7]. Given the reactants [OH:1][N:2]1[C:6](=[O:7])[C:5]2=[CH:8][CH:9]=[CH:10][CH:11]=[C:4]2[C:3]1=[O:12].[F:13][CH:14]([F:17])[CH2:15]O, predict the reaction product. (2) Given the reactants O.[OH-].[Li+].[NH2:4][C:5]1[N:15]=[C:14]([S:16][CH3:17])[C:13]([C:18]#[N:19])=[CH:12][C:6]=1[C:7]([O:9]CC)=[O:8], predict the reaction product. The product is: [NH2:4][C:5]1[N:15]=[C:14]([S:16][CH3:17])[C:13]([C:18]#[N:19])=[CH:12][C:6]=1[C:7]([OH:9])=[O:8]. (3) Given the reactants C(OC(=O)[NH:7][CH2:8][C:9]#[C:10][C:11]1[N:12]=[C:13]([NH2:25])[C:14]2[N:15]([N:17]=[C:18]([C:20]3[O:21][CH:22]=[CH:23][CH:24]=3)[N:19]=2)[CH:16]=1)(C)(C)C.FC(F)(F)C(O)=O, predict the reaction product. The product is: [NH2:7][CH2:8][C:9]#[C:10][C:11]1[N:12]=[C:13]([NH2:25])[C:14]2[N:15]([N:17]=[C:18]([C:20]3[O:21][CH:22]=[CH:23][CH:24]=3)[N:19]=2)[CH:16]=1.